Dataset: CYP3A4 inhibition data for predicting drug metabolism from PubChem BioAssay. Task: Regression/Classification. Given a drug SMILES string, predict its absorption, distribution, metabolism, or excretion properties. Task type varies by dataset: regression for continuous measurements (e.g., permeability, clearance, half-life) or binary classification for categorical outcomes (e.g., BBB penetration, CYP inhibition). Dataset: cyp3a4_veith. The drug is Cc1c(Cl)c(S(N)(=O)=O)cc2c1N=CN=S2(=O)O. The result is 0 (non-inhibitor).